This data is from Reaction yield outcomes from USPTO patents with 853,638 reactions. The task is: Predict the reaction yield, written as a fraction of the theoretical maximum amount of product (1.0 means a 100% yield; for example, 0.34 means a 34% yield). (1) The reactants are C([Li])CCC.[Cl:6][C:7]1[CH:16]=[CH:15][C:10]2[S:11][CH:12]=[C:13]([CH3:14])[C:9]=2[CH:8]=1.Cl[C:18]([O:20][CH2:21][CH3:22])=[O:19].O. The catalyst is CCCCCC.C(OCC)C. The product is [Cl:6][C:7]1[CH:16]=[CH:15][C:10]2[S:11][C:12]([C:18]([O:20][CH2:21][CH3:22])=[O:19])=[C:13]([CH3:14])[C:9]=2[CH:8]=1. The yield is 0.670. (2) The reactants are [F:1][C:2]([F:23])([F:22])[C:3]1[CH:4]=[C:5]2[CH:11]=[CH:10][N:9]([S:12]([C:15]3[CH:21]=[CH:20][C:18]([CH3:19])=[CH:17][CH:16]=3)(=[O:14])=[O:13])[C:6]2=[N:7][CH:8]=1.[Br:24]Br.S([O-])([O-])(=O)=S.[Na+].[Na+]. The catalyst is C(Cl)Cl.C(=O)(O)[O-]. The product is [Br:24][C:11]1[C:5]2[C:6](=[N:7][CH:8]=[C:3]([C:2]([F:1])([F:22])[F:23])[CH:4]=2)[N:9]([S:12]([C:15]2[CH:21]=[CH:20][C:18]([CH3:19])=[CH:17][CH:16]=2)(=[O:14])=[O:13])[CH:10]=1. The yield is 0.590. (3) The reactants are [CH3:1][C:2]([S:7]([C:10]1[CH:15]=[CH:14][CH:13]=[C:12]([C:16]([F:19])([F:18])[F:17])[CH:11]=1)(=[O:9])=[O:8])([CH3:6])[C:3]([NH2:5])=O.B.C1COCC1.Cl. The catalyst is C1COCC1. The product is [CH3:6][C:2]([S:7]([C:10]1[CH:15]=[CH:14][CH:13]=[C:12]([C:16]([F:18])([F:19])[F:17])[CH:11]=1)(=[O:9])=[O:8])([CH3:1])[CH2:3][NH2:5]. The yield is 0.630.